The task is: Predict the product of the given reaction.. This data is from Forward reaction prediction with 1.9M reactions from USPTO patents (1976-2016). Given the reactants [Si:1]([O:8][CH:9]1[CH2:14][NH:13][CH2:12][CH:11]([C:15]([NH:17][C:18]2[CH:23]=[CH:22][C:21]([Cl:24])=[CH:20][CH:19]=2)=[O:16])[CH2:10]1)([C:4]([CH3:7])([CH3:6])[CH3:5])([CH3:3])[CH3:2].[O:25]1[CH:29]=[CH:28][CH:27]=[C:26]1[C:30]1[CH:31]=[C:32]([CH:36]=[CH:37][CH:38]=1)[C:33](O)=[O:34].C(N(CC)C(C)C)(C)C.Cl.C(N=C=NCCCN(C)C)C, predict the reaction product. The product is: [Si:1]([O:8][CH:9]1[CH2:14][N:13]([C:33](=[O:34])[C:32]2[CH:36]=[CH:37][CH:38]=[C:30]([C:26]3[O:25][CH:29]=[CH:28][CH:27]=3)[CH:31]=2)[CH2:12][CH:11]([C:15]([NH:17][C:18]2[CH:23]=[CH:22][C:21]([Cl:24])=[CH:20][CH:19]=2)=[O:16])[CH2:10]1)([C:4]([CH3:7])([CH3:6])[CH3:5])([CH3:3])[CH3:2].